Dataset: Full USPTO retrosynthesis dataset with 1.9M reactions from patents (1976-2016). Task: Predict the reactants needed to synthesize the given product. (1) Given the product [F:36][C:34]([F:35])([F:37])[C:32]1[CH:33]=[C:28]([CH:29]=[C:30]([C:38]([F:41])([F:40])[F:39])[CH:31]=1)[CH2:27][N:20]([C:21]1[N:22]=[N:23][N:24]([CH3:26])[N:25]=1)[C@H:16]1[CH2:17][CH2:18][CH2:19][N:13]([CH2:12][C:8]2[CH:7]=[C:6]([CH:11]=[CH:10][CH:9]=2)[C:5]([OH:51])=[O:4])[C:14]2[CH:45]=[C:44]([C:46]([F:47])([F:48])[F:49])[C:43]([CH3:50])=[CH:42][C:15]1=2, predict the reactants needed to synthesize it. The reactants are: [OH-].[Na+].C[O:4][C:5](=[O:51])[C:6]1[CH:11]=[CH:10][CH:9]=[C:8]([CH2:12][N:13]2[CH2:19][CH2:18][CH2:17][C@H:16]([N:20]([CH2:27][C:28]3[CH:33]=[C:32]([C:34]([F:37])([F:36])[F:35])[CH:31]=[C:30]([C:38]([F:41])([F:40])[F:39])[CH:29]=3)[C:21]3[N:22]=[N:23][N:24]([CH3:26])[N:25]=3)[C:15]3[CH:42]=[C:43]([CH3:50])[C:44]([C:46]([F:49])([F:48])[F:47])=[CH:45][C:14]2=3)[CH:7]=1.Cl. (2) The reactants are: C([O:5][C:6](=[O:34])[CH2:7][O:8][CH2:9][CH2:10][CH2:11][CH2:12][N:13]([C:15]1[C:20]([CH3:21])=[N:19][C:18]([C:22]2[CH:27]=[CH:26][CH:25]=[CH:24][CH:23]=2)=[C:17]([C:28]2[CH:33]=[CH:32][CH:31]=[CH:30][CH:29]=2)[N:16]=1)[CH3:14])(C)(C)C.C1(C2N=C(C)C(N(CCCCOCC(O)=O)C)=NC=2C2C=CC=CC=2)C=CC=CC=1.[OH-].[Na+:66]. Given the product [Na+:66].[C:22]1([C:18]2[N:19]=[C:20]([CH3:21])[C:15]([N:13]([CH2:12][CH2:11][CH2:10][CH2:9][O:8][CH2:7][C:6]([O-:34])=[O:5])[CH3:14])=[N:16][C:17]=2[C:28]2[CH:33]=[CH:32][CH:31]=[CH:30][CH:29]=2)[CH:23]=[CH:24][CH:25]=[CH:26][CH:27]=1, predict the reactants needed to synthesize it. (3) The reactants are: [F:1][C:2]([F:11])([F:10])[C:3]1[N:8]=[CH:7][C:6]([NH2:9])=[CH:5][CH:4]=1.[N:12]([O-])=O.[Na+].O.O.[Sn](Cl)Cl.[OH-].[Na+]. Given the product [F:11][C:2]([F:1])([F:10])[C:3]1[N:8]=[CH:7][C:6]([NH:9][NH2:12])=[CH:5][CH:4]=1, predict the reactants needed to synthesize it. (4) Given the product [C:25]([OH:24])(=[O:26])[CH2:27][CH2:1][CH2:2][CH2:3][CH2:4][CH2:5][CH3:6], predict the reactants needed to synthesize it. The reactants are: [CH2:1]=[CH:2][CH2:3][CH2:4][CH2:5][CH2:6]CCC.OOS([O-])=O.[K+].[O-]S([O-])=O.[Na+].[Na+].CC[O:24][C:25]([CH3:27])=[O:26]. (5) Given the product [CH3:26][C:5]1[CH:4]=[C:3]([C@H:27]2[CH2:32][CH2:31][C@@H:30]([N:34]3[CH2:39][CH2:38][O:37][CH2:36][CH2:35]3)[CH2:29][CH2:28]2)[C:2]([CH3:1])=[CH:7][C:6]=1[NH:8][C:9]1[N:14]=[C:13]([NH:15][C:16]2[CH:20]=[C:19]([CH3:21])[NH:18][N:17]=2)[C:12]([C:22]([F:23])([F:24])[F:25])=[CH:11][N:10]=1, predict the reactants needed to synthesize it. The reactants are: [CH3:1][C:2]1[CH:7]=[C:6]([NH:8][C:9]2[N:14]=[C:13]([NH:15][C:16]3[CH:20]=[C:19]([CH3:21])[NH:18][N:17]=3)[C:12]([C:22]([F:25])([F:24])[F:23])=[CH:11][N:10]=2)[C:5]([CH3:26])=[CH:4][C:3]=1[CH:27]1[CH2:32][CH2:31][C:30](=O)[CH2:29][CH2:28]1.[NH:34]1[CH2:39][CH2:38][O:37][CH2:36][CH2:35]1.C(O)(=O)C.C([BH3-])#N.[Na+]. (6) Given the product [CH2:26]([C:20]1[C:21](=[O:22])[N:15]2[N:14]=[CH:13][C:12]([N:10]3[CH:11]=[C:7]([C:3]4[CH:2]=[N:1][CH:6]=[CH:5][CH:4]=4)[N:8]=[CH:9]3)=[C:16]2[NH:17][C:18]=1[CH3:19])[CH3:27], predict the reactants needed to synthesize it. The reactants are: [N:1]1[CH:6]=[CH:5][CH:4]=[C:3]([C:7]2[N:8]=[CH:9][N:10]([C:12]3[CH:13]=[N:14][NH:15][C:16]=3[NH2:17])[CH:11]=2)[CH:2]=1.[CH2:18]([CH:20]([C:26](=O)[CH3:27])[C:21](OCC)=[O:22])[CH3:19]. (7) Given the product [Cl:1][C:2]1[CH:3]=[C:4]([C:10]2[C:11]([CH3:27])=[N:12][N:13]([CH2:16][C:17]3[CH:18]=[CH:19][C:20]([C:23]([NH:29][NH2:30])=[O:24])=[N:21][CH:22]=3)[C:14]=2[CH3:15])[CH:5]=[CH:6][C:7]=1[C:8]#[N:9], predict the reactants needed to synthesize it. The reactants are: [Cl:1][C:2]1[CH:3]=[C:4]([C:10]2[C:11]([CH3:27])=[N:12][N:13]([CH2:16][C:17]3[CH:18]=[CH:19][C:20]([C:23](OC)=[O:24])=[N:21][CH:22]=3)[C:14]=2[CH3:15])[CH:5]=[CH:6][C:7]=1[C:8]#[N:9].O.[NH2:29][NH2:30].CCOCC.